From a dataset of Full USPTO retrosynthesis dataset with 1.9M reactions from patents (1976-2016). Predict the reactants needed to synthesize the given product. (1) Given the product [C:9]([CH2:8][CH2:7][NH:6][C:4](=[O:5])[C:3]1[CH:12]=[C:13]([Cl:38])[C:14]([O:16][C:17]2[CH:22]=[CH:21][N:20]=[CH:19][C:18]=2[C:23]([N:25]2[C:34]3[C:29](=[CH:30][CH:31]=[CH:32][CH:33]=3)[N:28]([CH:35]3[CH2:36][CH2:37]3)[CH2:27][CH2:26]2)=[O:24])=[CH:15][C:2]=1[Cl:1])(=[O:10])[NH2:39], predict the reactants needed to synthesize it. The reactants are: [Cl:1][C:2]1[CH:15]=[C:14]([O:16][C:17]2[CH:22]=[CH:21][N:20]=[CH:19][C:18]=2[C:23]([N:25]2[C:34]3[C:29](=[CH:30][CH:31]=[CH:32][CH:33]=3)[N:28]([CH:35]3[CH2:37][CH2:36]3)[CH2:27][CH2:26]2)=[O:24])[C:13]([Cl:38])=[CH:12][C:3]=1[C:4]([NH:6][CH2:7][CH2:8][C:9](O)=[O:10])=[O:5].[NH2:39]CCC(N)=O. (2) Given the product [Cl:18][C:14]1[CH:13]=[C:12]([C:10]2[C:9]3[C:4](=[CH:5][CH:6]=[C:7]([C:19]([C:27]4[CH:28]=[CH:29][C:30]([F:33])=[CH:31][CH:32]=4)([C:21]4[N:25]([CH3:26])[CH:24]=[N:23][CH:22]=4)[OH:20])[CH:8]=3)[N:3]3[N:34]=[N:35][N:36]=[C:2]3[N:11]=2)[CH:17]=[CH:16][CH:15]=1, predict the reactants needed to synthesize it. The reactants are: Cl[C:2]1[N:11]=[C:10]([C:12]2[CH:17]=[CH:16][CH:15]=[C:14]([Cl:18])[CH:13]=2)[C:9]2[C:4](=[CH:5][CH:6]=[C:7]([C:19]([C:27]3[CH:32]=[CH:31][C:30]([F:33])=[CH:29][CH:28]=3)([C:21]3[N:25]([CH3:26])[CH:24]=[N:23][CH:22]=3)[OH:20])[CH:8]=2)[N:3]=1.[N-:34]=[N+:35]=[N-:36].[Na+].